Dataset: Catalyst prediction with 721,799 reactions and 888 catalyst types from USPTO. Task: Predict which catalyst facilitates the given reaction. Reactant: [OH:1][C:2]1[CH:7]=[CH:6][C:5]([NH:8][C:9](=[O:11])[CH3:10])=[CH:4][C:3]=1[C:12]1[N:13]([CH3:17])[N:14]=[CH:15][CH:16]=1.C1(P(C2C=CC=CC=2)C2C=CC=CC=2)C=CC=CC=1.[CH3:37][N:38]([CH3:42])[CH2:39][CH2:40]O.N(C(OC(C)C)=O)=NC(OC(C)C)=O. Product: [CH3:37][N:38]([CH3:42])[CH2:39][CH2:40][O:1][C:2]1[CH:7]=[CH:6][C:5]([NH:8][C:9](=[O:11])[CH3:10])=[CH:4][C:3]=1[C:12]1[N:13]([CH3:17])[N:14]=[CH:15][CH:16]=1. The catalyst class is: 1.